This data is from Reaction yield outcomes from USPTO patents with 853,638 reactions. The task is: Predict the reaction yield, written as a fraction of the theoretical maximum amount of product (1.0 means a 100% yield; for example, 0.34 means a 34% yield). (1) The reactants are [OH-].[Na+].[O:3]=[C:4]1[CH2:9][S:8][C:7]2[CH:10]=[CH:11][C:12]([C:14]([O:16]C)=[O:15])=[N:13][C:6]=2[NH:5]1. The catalyst is O1CCOCC1.O. The product is [O:3]=[C:4]1[CH2:9][S:8][C:7]2[CH:10]=[CH:11][C:12]([C:14]([OH:16])=[O:15])=[N:13][C:6]=2[NH:5]1. The yield is 0.860. (2) The reactants are [CH2:1]([CH:3]([CH2:9][C:10]1[CH:15]=[CH:14][C:13]([O:16][CH3:17])=[C:12](C=O)[CH:11]=1)[C:4]([O:6][CH2:7][CH3:8])=[O:5])[CH3:2].Cl.[NH2:21][OH:22].N1C=CC=CC=1. The catalyst is C(O)C. The product is [CH2:1]([CH:3]([CH2:9][C:10]1[CH2:11][C:12](=[N:21][OH:22])[C:13]([O:16][CH3:17])=[CH:14][CH:15]=1)[C:4]([O:6][CH2:7][CH3:8])=[O:5])[CH3:2]. The yield is 0.890. (3) The reactants are [CH2:1]([NH:8][C:9]([C:11]1[S:15][C:14]([NH:16][C:17](=[O:22])[CH2:18][CH2:19][CH2:20]Br)=[N:13][C:12]=1[CH3:23])=[O:10])[C:2]1[CH:7]=[CH:6][CH:5]=[CH:4][CH:3]=1.C(=O)([O-])[O-].[K+].[K+]. The catalyst is CC(C)=O.O. The product is [CH2:1]([NH:8][C:9]([C:11]1[S:15][C:14]([N:16]2[CH2:20][CH2:19][CH2:18][C:17]2=[O:22])=[N:13][C:12]=1[CH3:23])=[O:10])[C:2]1[CH:7]=[CH:6][CH:5]=[CH:4][CH:3]=1. The yield is 0.780. (4) The reactants are [CH3:1][C:2]1([CH3:22])[NH:6][N:5]([C:7]2[CH:12]=[CH:11][C:10]([C:13]#[C:14][C:15]3[CH:20]=[CH:19][CH:18]=[CH:17][CH:16]=3)=[CH:9][N:8]=2)[C:4](=[O:21])[CH2:3]1.[C:23]([O-])([O-])=O.[K+].[K+].IC. The catalyst is C(#N)C. The product is [CH3:23][N:6]1[C:2]([CH3:22])([CH3:1])[CH2:3][C:4](=[O:21])[N:5]1[C:7]1[CH:12]=[CH:11][C:10]([C:13]#[C:14][C:15]2[CH:20]=[CH:19][CH:18]=[CH:17][CH:16]=2)=[CH:9][N:8]=1. The yield is 0.490. (5) The reactants are [Cl-].[Al+3].[Cl-].[Cl-].[H-].[Al+3].[Li+].[H-].[H-].[H-].[CH3:11][O:12][C:13]1[CH:41]=[CH:40][C:16]([C:17]([NH:19][C:20]2[C:21]([CH3:39])=[C:22]([CH3:38])[C:23]3[O:27][C:26]([CH3:29])([CH3:28])[CH:25]([C:30]4[CH:35]=[CH:34][CH:33]=[CH:32][CH:31]=4)[C:24]=3[C:36]=2[CH3:37])=O)=[CH:15][CH:14]=1.[OH-].[Na+]. The catalyst is O1CCCC1. The product is [CH3:11][O:12][C:13]1[CH:41]=[CH:40][C:16]([CH2:17][NH:19][C:20]2[C:21]([CH3:39])=[C:22]([CH3:38])[C:23]3[O:27][C:26]([CH3:29])([CH3:28])[CH:25]([C:30]4[CH:31]=[CH:32][CH:33]=[CH:34][CH:35]=4)[C:24]=3[C:36]=2[CH3:37])=[CH:15][CH:14]=1. The yield is 0.590. (6) The reactants are [CH2:1](Cl)[CH2:2]Cl.[F:5][C:6]1[CH:11]=[CH:10][C:9]([C:12]2[O:13][C:14]3[CH:23]=[CH:22][C:21]([C:24]4[CH:29]=[CH:28][CH:27]=[C:26]([C:30](=[O:41])[NH:31][C:32](C5C=CC=CC=5)([CH3:34])[CH3:33])[CH:25]=4)=[C:20]([N+:42]([O-:44])=[O:43])[C:15]=3[C:16]=2[C:17](O)=[O:18])=[CH:8][CH:7]=1.CN.ON1C2N=[CH:54][CH:55]=[CH:56][C:51]=2N=N1.C[CH2:58][N:59](C(C)C)C(C)C. The catalyst is C(Cl)Cl. The product is [F:5][C:6]1[CH:7]=[CH:8][C:9]([C:12]2[O:13][C:14]3[CH:23]=[CH:22][C:21]([C:24]4[CH:29]=[CH:28][CH:27]=[C:26]([C:30](=[O:41])[NH:31][C:32]([C:2]5[CH:1]=[CH:51][CH:56]=[CH:55][CH:54]=5)([CH3:34])[CH3:33])[CH:25]=4)=[C:20]([N+:42]([O-:44])=[O:43])[C:15]=3[C:16]=2[C:17]([NH:59][CH3:58])=[O:18])=[CH:10][CH:11]=1. The yield is 0.950. (7) The reactants are [C:1]1([N:7]2[CH:12]=[CH:11][C:10]([CH2:13][CH2:14][CH2:15][CH2:16][C:17]3[N:18]=[N:19][NH:20][CH:21]=3)=[C:9]([O:22]CC3C=CC=CC=3)[C:8]2=[O:30])[CH:6]=[CH:5][CH:4]=[CH:3][CH:2]=1.C1(N2C=CC(CCCC3N=NNC=3)=C(O)C2=O)C=CC=CC=1. The catalyst is C1COCC1. The product is [C:1]1([N:7]2[CH:12]=[CH:11][C:10]([CH2:13][CH2:14][CH2:15][CH2:16][C:17]3[N:18]=[N:19][NH:20][CH:21]=3)=[C:9]([OH:22])[C:8]2=[O:30])[CH:2]=[CH:3][CH:4]=[CH:5][CH:6]=1. The yield is 0.630. (8) The reactants are O.[NH2:2][NH2:3].[CH3:4][O:5][C:6]1[CH:11]=[CH:10][C:9]([CH:12]([C:18]([C:20]2[CH:25]=[CH:24][C:23]([O:26][CH3:27])=[CH:22][CH:21]=2)=O)[CH:13]([OH:17])[C:14](O)=[O:15])=[CH:8][CH:7]=1. The catalyst is C(O)C. The product is [CH3:4][O:5][C:6]1[CH:11]=[CH:10][C:9]([CH:12]2[C:18]([C:20]3[CH:25]=[CH:24][C:23]([O:26][CH3:27])=[CH:22][CH:21]=3)=[N:3][NH:2][C:14](=[O:15])[CH:13]2[OH:17])=[CH:8][CH:7]=1. The yield is 0.994. (9) The reactants are [Cl:1][C:2]1[CH:7]=[C:6]([CH3:8])[N:5]=[C:4]([O:9][CH3:10])[C:3]=1[CH2:11][NH2:12].[C:14]([O:16][C:17]([CH3:20])([CH3:19])[CH3:18])(=[O:15])[C:14]([O:16][C:17]([CH3:20])([CH3:19])[CH3:18])=[O:15].C(N(CC)CC)C. The catalyst is O1CCCC1. The product is [C:17]([O:16][C:14](=[O:15])[NH:12][CH2:11][C:3]1[C:4]([O:9][CH3:10])=[N:5][C:6]([CH3:8])=[CH:7][C:2]=1[Cl:1])([CH3:20])([CH3:19])[CH3:18]. The yield is 0.280.